Dataset: Serine/threonine kinase 33 screen with 319,792 compounds. Task: Binary Classification. Given a drug SMILES string, predict its activity (active/inactive) in a high-throughput screening assay against a specified biological target. (1) The molecule is Clc1c(ccc([N+]([O-])=O)c1)C(=O)Nc1cccnc1. The result is 0 (inactive). (2) The molecule is O=C1N(C(=O)NC1(C1CCCCC1)C)CC(=O)Nc1c(OC)cc(OC)cc1. The result is 0 (inactive). (3) The compound is S\1\C(C(=O)N(C(C)C)C1=N/c1ccccc1)=C\c1c2c([nH]c1)cccc2. The result is 0 (inactive). (4) The drug is O1CCN(C2CC(=O)N(C2=O)CCc2ccc(OC)cc2)CC1. The result is 0 (inactive). (5) The drug is O=C(NC1CCN(CC1)Cc1ccccc1)CCn1c(=O)n(c2c(c1=O)cccc2)CC(=O)Nc1cc(OC)ccc1. The result is 0 (inactive). (6) The compound is O=C(Nc1ccc(N(C)C(=O)C)cc1)Nc1c(cccc1)C. The result is 0 (inactive).